From a dataset of Forward reaction prediction with 1.9M reactions from USPTO patents (1976-2016). Predict the product of the given reaction. (1) Given the reactants [H-].[Na+].[CH3:3][C:4]1([CH3:12])[O:9][CH2:8][CH:7]([CH2:10][OH:11])[CH2:6][O:5]1.[CH2:13](Br)[C:14]1[CH:19]=[CH:18][CH:17]=[CH:16][CH:15]=1, predict the reaction product. The product is: [CH2:13]([O:11][CH2:10][CH:7]1[CH2:8][O:9][C:4]([CH3:12])([CH3:3])[O:5][CH2:6]1)[C:14]1[CH:19]=[CH:18][CH:17]=[CH:16][CH:15]=1. (2) Given the reactants [CH:1]([N:14]1[CH2:17][C:16](=[C:18]([C:23]2[CH:28]=[CH:27][CH:26]=[C:25]([O:29]C)[CH:24]=2)[S:19]([CH3:22])(=[O:21])=[O:20])[CH2:15]1)([C:8]1[CH:13]=[CH:12][CH:11]=[CH:10][CH:9]=1)[C:2]1[CH:7]=[CH:6][CH:5]=[CH:4][CH:3]=1, predict the reaction product. The product is: [CH:1]([N:14]1[CH2:15][C:16](=[C:18]([C:23]2[CH:28]=[CH:27][CH:26]=[C:25]([OH:29])[CH:24]=2)[S:19]([CH3:22])(=[O:21])=[O:20])[CH2:17]1)([C:8]1[CH:9]=[CH:10][CH:11]=[CH:12][CH:13]=1)[C:2]1[CH:3]=[CH:4][CH:5]=[CH:6][CH:7]=1.